Task: Regression. Given two drug SMILES strings and cell line genomic features, predict the synergy score measuring deviation from expected non-interaction effect.. Dataset: NCI-60 drug combinations with 297,098 pairs across 59 cell lines (1) Cell line: HCT116. Drug 1: C#CCC(CC1=CN=C2C(=N1)C(=NC(=N2)N)N)C3=CC=C(C=C3)C(=O)NC(CCC(=O)O)C(=O)O. Drug 2: CC(C)CN1C=NC2=C1C3=CC=CC=C3N=C2N. Synergy scores: CSS=6.45, Synergy_ZIP=-4.04, Synergy_Bliss=-7.63, Synergy_Loewe=-9.57, Synergy_HSA=-4.70. (2) Drug 1: CC1=C(C(=O)C2=C(C1=O)N3CC4C(C3(C2COC(=O)N)OC)N4)N. Drug 2: N.N.Cl[Pt+2]Cl. Cell line: SK-OV-3. Synergy scores: CSS=36.6, Synergy_ZIP=-7.14, Synergy_Bliss=1.40, Synergy_Loewe=-2.42, Synergy_HSA=0.405. (3) Drug 1: CC12CCC3C(C1CCC2O)C(CC4=C3C=CC(=C4)O)CCCCCCCCCS(=O)CCCC(C(F)(F)F)(F)F. Drug 2: CCC1(C2=C(COC1=O)C(=O)N3CC4=CC5=C(C=CC(=C5CN(C)C)O)N=C4C3=C2)O.Cl. Cell line: K-562. Synergy scores: CSS=25.7, Synergy_ZIP=1.32, Synergy_Bliss=-0.933, Synergy_Loewe=-24.4, Synergy_HSA=-2.22.